From a dataset of CYP2C9 inhibition data for predicting drug metabolism from PubChem BioAssay. Regression/Classification. Given a drug SMILES string, predict its absorption, distribution, metabolism, or excretion properties. Task type varies by dataset: regression for continuous measurements (e.g., permeability, clearance, half-life) or binary classification for categorical outcomes (e.g., BBB penetration, CYP inhibition). Dataset: cyp2c9_veith. (1) The molecule is O=C(c1ccccc1)c1nc2ccccc2n(CCCn2c(=O)c(C(=O)c3ccccc3)nc3ccccc32)c1=O. The result is 1 (inhibitor). (2) The drug is O=C(NCC1CCCO1)C1CCN(S(=O)(=O)N2CCCC2)CC1. The result is 0 (non-inhibitor). (3) The drug is CC(C)(C)N1C(=O)[C@H]2CC[C@H]3/C(=N\OC[C@@H](O)COCc4ccco4)C[C@@H](O)[C@@H](O)[C@@H]3[C@@H]2C1=O. The result is 0 (non-inhibitor). (4) The molecule is S=C(Nc1ccc(Cl)cc1)NC1CC2CCCC(C1)N2C1CCCC1. The result is 0 (non-inhibitor). (5) The molecule is COc1cccc(-c2ccc3ncnc(N(C)C)c3c2)c1. The result is 0 (non-inhibitor). (6) The drug is CN(CCC(=O)O)C1=Nc2ccc(Cl)cc2C(c2ccccc2)=[N+]([O-])C1. The result is 0 (non-inhibitor).